This data is from Full USPTO retrosynthesis dataset with 1.9M reactions from patents (1976-2016). The task is: Predict the reactants needed to synthesize the given product. (1) Given the product [ClH:1].[ClH:1].[ClH:1].[C:33]([N:17]1[CH2:16][CH2:15][CH:14]([O:13][C:10]2[CH:11]=[CH:12][C:7]([N:6]([CH2:20]/[CH:21]=[CH:22]/[C:23]3[CH:24]=[C:25]([CH:29]=[CH:30][CH:31]=3)[C:26]([NH2:28])=[NH:27])[CH2:4][CH3:5])=[CH:8][CH:9]=2)[CH2:19][CH2:18]1)(=[NH:38])[CH3:34], predict the reactants needed to synthesize it. The reactants are: [ClH:1].Cl.Cl.[CH2:4]([N:6]([CH2:20]/[CH:21]=[CH:22]/[C:23]1[CH:24]=[C:25]([CH:29]=[CH:30][CH:31]=1)[C:26]([NH2:28])=[NH:27])[C:7]1[CH:12]=[CH:11][C:10]([O:13][CH:14]2[CH2:19][CH2:18][NH:17][CH2:16][CH2:15]2)=[CH:9][CH:8]=1)[CH3:5].Cl.[C:33](=[NH:38])(OCC)[CH3:34].C(N(CC)CC)C.Cl. (2) Given the product [Cl:1][C:2]1[CH:3]=[CH:4][C:5]([C:6]([NH:8][CH:9]([CH2:13][C:14]2[C:23]3[C:18](=[CH:19][CH:20]=[CH:21][CH:22]=3)[NH:17][C:16](=[O:24])[CH:15]=2)[C:10]([S:11][CH2:27][CH:28]=[CH:29][C:30]2[CH:35]=[CH:34][CH:33]=[CH:32][CH:31]=2)=[O:12])=[O:7])=[CH:25][CH:26]=1, predict the reactants needed to synthesize it. The reactants are: [Cl:1][C:2]1[CH:26]=[CH:25][C:5]([C:6]([NH:8][CH:9]([CH2:13][C:14]2[C:23]3[C:18](=[CH:19][CH:20]=[CH:21][CH:22]=3)[NH:17][C:16](=[O:24])[CH:15]=2)[C:10]([OH:12])=[S:11])=[O:7])=[CH:4][CH:3]=1.[CH2:27](Br)[CH:28]=[CH:29][C:30]1[CH:35]=[CH:34][CH:33]=[CH:32][CH:31]=1.